This data is from Reaction yield outcomes from USPTO patents with 853,638 reactions. The task is: Predict the reaction yield, written as a fraction of the theoretical maximum amount of product (1.0 means a 100% yield; for example, 0.34 means a 34% yield). (1) The reactants are Cl.[CH3:2][O:3][NH2:4].N1C=CC=CC=1.[C:11]([C:14]1[CH:39]=[CH:38][C:17]([CH2:18][NH:19][C:20]2[C:30]3[CH2:29][CH2:28][N:27]([C:31](=[O:36])[C:32]([F:35])([F:34])[F:33])[CH2:26][CH2:25][C:24]=3[CH:23]=[CH:22][C:21]=2[Cl:37])=[CH:16][CH:15]=1)(=O)[CH3:12]. The catalyst is C(O)C. The product is [Cl:37][C:21]1[CH:22]=[CH:23][C:24]2[CH2:25][CH2:26][N:27]([C:31](=[O:36])[C:32]([F:35])([F:33])[F:34])[CH2:28][CH2:29][C:30]=2[C:20]=1[NH:19][CH2:18][C:17]1[CH:16]=[CH:15][C:14]([C:11](=[N:4][O:3][CH3:2])[CH3:12])=[CH:39][CH:38]=1. The yield is 0.830. (2) The reactants are [CH2:1](Br)[C:2]1[CH:7]=[CH:6][CH:5]=[CH:4][CH:3]=1.[CH2:9]([N:16]1[C:24](=[O:25])[C:23]2[C@@H:22]3[C:26]([CH3:28])([CH3:27])[C@@:19]([CH3:29])([CH2:20][CH2:21]3)[C:18]=2[NH:17]1)[C:10]1[CH:15]=[CH:14][CH:13]=[CH:12][CH:11]=1. The catalyst is [I-].C([N+](CCCC)(CCCC)CCCC)CCC.CN(C)C=O.ClCCl. The product is [CH2:1]([N:17]1[C:18]2[C@@:19]3([CH3:29])[C:26]([CH3:28])([CH3:27])[C@H:22]([CH2:21][CH2:20]3)[C:23]=2[C:24](=[O:25])[N:16]1[CH2:9][C:10]1[CH:11]=[CH:12][CH:13]=[CH:14][CH:15]=1)[C:2]1[CH:7]=[CH:6][CH:5]=[CH:4][CH:3]=1. The yield is 0.420. (3) The reactants are [F:1][C:2]([F:24])([F:23])[C:3]1[CH:4]=[C:5]2[C:10](=[CH:11][C:12]=1[CH:13]=C)[N:9]1[CH:15]=[CH:16][N:17]=[C:8]1[C:7]([NH:18][CH2:19][CH2:20][CH2:21][OH:22])=[N:6]2.C[N+]1([O-])CC[O:29]CC1.I([O-])(=O)(=O)=O.[Na+]. The catalyst is CC(C)=O.O.[Os](=O)(=O)(=O)=O. The product is [OH:22][CH2:21][CH2:20][CH2:19][NH:18][C:7]1[C:8]2[N:9]([CH:15]=[CH:16][N:17]=2)[C:10]2[C:5]([N:6]=1)=[CH:4][C:3]([C:2]([F:1])([F:23])[F:24])=[C:12]([CH:13]=[O:29])[CH:11]=2. The yield is 0.590. (4) The reactants are [F:1][C:2]([F:23])([F:22])[C:3]1[CH:4]=[C:5]([S:9]([CH:12]2[CH2:21][CH2:20][C:15]3(OCC[O:16]3)[CH2:14][CH2:13]2)(=[O:11])=[O:10])[CH:6]=[CH:7][CH:8]=1.Cl. The catalyst is CO.O. The product is [F:23][C:2]([F:1])([F:22])[C:3]1[CH:4]=[C:5]([S:9]([CH:12]2[CH2:13][CH2:14][C:15](=[O:16])[CH2:20][CH2:21]2)(=[O:11])=[O:10])[CH:6]=[CH:7][CH:8]=1. The yield is 0.940.